Dataset: Reaction yield outcomes from USPTO patents with 853,638 reactions. Task: Predict the reaction yield, written as a fraction of the theoretical maximum amount of product (1.0 means a 100% yield; for example, 0.34 means a 34% yield). The yield is 0.940. The reactants are [Cl:1][C:2]1[CH:3]=[CH:4][C:5]([SH:21])=[C:6]([NH:8][S:9]([C:12]2[O:13][C:14]3[CH:20]=[CH:19][CH:18]=[CH:17][C:15]=3[CH:16]=2)(=[O:11])=[O:10])[CH:7]=1.CC1(C)C2C=CC=CC=2I([C:32]([F:35])([F:34])[F:33])O1. The product is [Cl:1][C:2]1[CH:3]=[CH:4][C:5]([S:21][C:32]([F:35])([F:34])[F:33])=[C:6]([NH:8][S:9]([C:12]2[O:13][C:14]3[CH:20]=[CH:19][CH:18]=[CH:17][C:15]=3[CH:16]=2)(=[O:11])=[O:10])[CH:7]=1. The catalyst is C(Cl)Cl.